From a dataset of Forward reaction prediction with 1.9M reactions from USPTO patents (1976-2016). Predict the product of the given reaction. (1) Given the reactants C[O:2][C:3](=[O:23])[C:4]1[CH:9]=[C:8]([OH:10])[CH:7]=[C:6]([O:11][CH2:12][CH2:13][CH2:14][NH:15][C:16]([O:18][C:19]([CH3:22])([CH3:21])[CH3:20])=[O:17])[CH:5]=1.[OH-].[Na+].Cl, predict the reaction product. The product is: [C:19]([O:18][C:16]([NH:15][CH2:14][CH2:13][CH2:12][O:11][C:6]1[CH:5]=[C:4]([CH:9]=[C:8]([OH:10])[CH:7]=1)[C:3]([OH:23])=[O:2])=[O:17])([CH3:22])([CH3:20])[CH3:21]. (2) Given the reactants [C:1]([O:5][C:6]([N:8]1[CH2:12][CH2:11][CH2:10][C@H:9]1[CH2:13][C:14]([OH:16])=O)=[O:7])([CH3:4])([CH3:3])[CH3:2].CN(C(ON1N=NC2C=CC=NC1=2)=[N+](C)C)C.F[P-](F)(F)(F)(F)F.C(N(CC)CC)C.[F:48][C:49]1[CH:50]=[C:51]([C@@H:56]([CH:68]2[CH2:73][CH2:72][N:71]([S:74]([CH3:77])(=[O:76])=[O:75])[CH2:70][CH2:69]2)[CH2:57][CH2:58][N:59]2[CH2:64][CH2:63][CH:62]([NH:65][CH2:66][CH3:67])[CH2:61][CH2:60]2)[CH:52]=[C:53]([F:55])[CH:54]=1, predict the reaction product. The product is: [F:55][C:53]1[CH:52]=[C:51]([C@@H:56]([CH:68]2[CH2:73][CH2:72][N:71]([S:74]([CH3:77])(=[O:75])=[O:76])[CH2:70][CH2:69]2)[CH2:57][CH2:58][N:59]2[CH2:64][CH2:63][CH:62]([N:65]([CH2:66][CH3:67])[C:14](=[O:16])[CH2:13][C@@H:9]3[CH2:10][CH2:11][CH2:12][N:8]3[C:6]([O:5][C:1]([CH3:2])([CH3:3])[CH3:4])=[O:7])[CH2:61][CH2:60]2)[CH:50]=[C:49]([F:48])[CH:54]=1.